Dataset: Reaction yield outcomes from USPTO patents with 853,638 reactions. Task: Predict the reaction yield, written as a fraction of the theoretical maximum amount of product (1.0 means a 100% yield; for example, 0.34 means a 34% yield). (1) The reactants are [CH:1]1([CH2:4][NH:5][CH2:6][C:7]2[S:11][C:10](B(O)O)=[CH:9][CH:8]=2)[CH2:3][CH2:2]1.Br[C:16]1[CH:17]=[C:18]2[C:22](=[C:23]([C:25]([NH2:27])=[O:26])[CH:24]=1)[NH:21][CH:20]=[C:19]2[CH:28]1[CH2:33][CH2:32][N:31]([S:34]([CH2:37][CH3:38])(=[O:36])=[O:35])[CH2:30][CH2:29]1.C(=O)([O-])[O-].[K+].[K+]. The catalyst is C1C=CC([P]([Pd]([P](C2C=CC=CC=2)(C2C=CC=CC=2)C2C=CC=CC=2)([P](C2C=CC=CC=2)(C2C=CC=CC=2)C2C=CC=CC=2)[P](C2C=CC=CC=2)(C2C=CC=CC=2)C2C=CC=CC=2)(C2C=CC=CC=2)C2C=CC=CC=2)=CC=1. The product is [CH:1]1([CH2:4][NH:5][CH2:6][C:7]2[S:11][C:10]([C:16]3[CH:17]=[C:18]4[C:22](=[C:23]([C:25]([NH2:27])=[O:26])[CH:24]=3)[NH:21][CH:20]=[C:19]4[CH:28]3[CH2:29][CH2:30][N:31]([S:34]([CH2:37][CH3:38])(=[O:35])=[O:36])[CH2:32][CH2:33]3)=[CH:9][CH:8]=2)[CH2:3][CH2:2]1. The yield is 0.200. (2) The reactants are [N:1]1[CH:6]=[CH:5][CH:4]=[CH:3][C:2]=1[C:7]1[C:11]([CH2:12][O:13][C:14]2[N:15]=[CH:16][C:17]([C:20]([OH:22])=O)=[N:18][CH:19]=2)=[CH:10][O:9][N:8]=1.[CH:23]1([NH2:26])[CH2:25][CH2:24]1. No catalyst specified. The product is [CH:23]1([NH:26][C:20]([C:17]2[CH:16]=[N:15][C:14]([O:13][CH2:12][C:11]3[C:7]([C:2]4[CH:3]=[CH:4][CH:5]=[CH:6][N:1]=4)=[N:8][O:9][CH:10]=3)=[CH:19][N:18]=2)=[O:22])[CH2:25][CH2:24]1. The yield is 0.810. (3) The reactants are [NH2:1][C:2]1[CH:7]=[CH:6][C:5]([OH:8])=[CH:4][C:3]=1[F:9].CC(C)([O-])C.[K+].Cl[C:17]1[CH:22]=[CH:21][N:20]=[C:19]([O:23][CH3:24])[CH:18]=1.O. The catalyst is CC(N(C)C)=O. The product is [F:9][C:3]1[CH:4]=[C:5]([O:8][C:17]2[CH:22]=[CH:21][N:20]=[C:19]([O:23][CH3:24])[CH:18]=2)[CH:6]=[CH:7][C:2]=1[NH2:1]. The yield is 0.580.